This data is from Catalyst prediction with 721,799 reactions and 888 catalyst types from USPTO. The task is: Predict which catalyst facilitates the given reaction. (1) Reactant: C(OC(=O)[NH:7][CH2:8][CH2:9][NH:10][CH:11]1[CH2:16][CH2:15][O:14][CH2:13][CH2:12]1)(C)(C)C.C(N(CC)CC)C.ClCC(Cl)=O.[H-].[Na+].[C:32]([OH:38])([C:34](F)(F)F)=O. Product: [O:14]1[CH2:15][CH2:16][CH:11]([N:10]2[CH2:9][CH2:8][NH:7][CH2:34][C:32]2=[O:38])[CH2:12][CH2:13]1. The catalyst class is: 168. (2) Reactant: [CH2:1]([N:8]1[CH2:13][CH2:12][N:11]2[CH:14]=[N:15][CH:16]=[C:10]2[CH2:9]1)[C:2]1[CH:7]=[CH:6][CH:5]=[CH:4][CH:3]=1.C([Li])CCC.CN(C)[CH:24]=[O:25]. Product: [CH2:1]([N:8]1[CH2:13][CH2:12][N:11]2[C:14]([CH:24]=[O:25])=[N:15][CH:16]=[C:10]2[CH2:9]1)[C:2]1[CH:7]=[CH:6][CH:5]=[CH:4][CH:3]=1. The catalyst class is: 7. (3) Product: [CH3:24][S:25]([O:11][CH2:10][CH2:9][C:6]1[CH:7]=[CH:8][C:3]([O:2][CH3:1])=[C:4]([CH2:12][CH2:13][CH2:14][CH2:15][CH3:16])[CH:5]=1)(=[O:27])=[O:26]. The catalyst class is: 4. Reactant: [CH3:1][O:2][C:3]1[CH:8]=[CH:7][C:6]([CH2:9][CH2:10][OH:11])=[CH:5][C:4]=1[CH2:12][CH2:13][CH2:14][CH2:15][CH3:16].C(N(CC)CC)C.[CH3:24][S:25](Cl)(=[O:27])=[O:26]. (4) Product: [CH:8]1([C:5]2[O:6][CH:7]=[C:3]([CH2:2][N:16]3[C:12](=[O:22])[C:13]4[C:14](=[CH:18][CH:19]=[CH:20][CH:21]=4)[C:15]3=[O:17])[N:4]=2)[CH2:10][CH2:9]1. Reactant: Cl[CH2:2][C:3]1[N:4]=[C:5]([CH:8]2[CH2:10][CH2:9]2)[O:6][CH:7]=1.[K].[C:12]1(=[O:22])[NH:16][C:15](=[O:17])[C:14]2=[CH:18][CH:19]=[CH:20][CH:21]=[C:13]12.O. The catalyst class is: 3. (5) The catalyst class is: 1. Reactant: [C:1]([O:5][C:6]([NH:8][C:9]1[C:10]([N+:24]([O-:26])=[O:25])=[CH:11][C:12]([C:20]([F:23])([F:22])[F:21])=[C:13]([CH:19]=1)[CH2:14][O:15]C(=O)C)=[O:7])([CH3:4])([CH3:3])[CH3:2].CO.[OH-].[Na+]. Product: [C:1]([O:5][C:6](=[O:7])[NH:8][C:9]1[CH:19]=[C:13]([CH2:14][OH:15])[C:12]([C:20]([F:21])([F:23])[F:22])=[CH:11][C:10]=1[N+:24]([O-:26])=[O:25])([CH3:4])([CH3:2])[CH3:3]. (6) The catalyst class is: 8. Product: [O:16]=[C:13]1[CH2:14][CH2:15][N:10]([C:18]2[N:23]=[C:22]([O:24][C:25]3[CH:59]=[CH:58][CH:57]=[CH:56][C:26]=3[CH2:27][NH:28][C:29]([NH:31][C:32]3[N:36]([C:37]4[CH:42]=[CH:41][C:40]([CH3:43])=[C:39]([O:44][CH2:45][C:46]5[CH:47]=[CH:48][CH:49]=[CH:50][CH:51]=5)[CH:38]=4)[N:35]=[C:34]([C:52]([CH3:55])([CH3:53])[CH3:54])[CH:33]=3)=[O:30])[CH:21]=[CH:20][N:19]=2)[CH2:11][CH2:12]1. Reactant: C(N(CC)CC)C.Cl.O.[NH:10]1[CH2:15][CH2:14][C:13](=[O:16])[CH2:12][CH2:11]1.Cl[C:18]1[N:23]=[C:22]([O:24][C:25]2[CH:59]=[CH:58][CH:57]=[CH:56][C:26]=2[CH2:27][NH:28][C:29]([NH:31][C:32]2[N:36]([C:37]3[CH:42]=[CH:41][C:40]([CH3:43])=[C:39]([O:44][CH2:45][C:46]4[CH:51]=[CH:50][CH:49]=[CH:48][CH:47]=4)[CH:38]=3)[N:35]=[C:34]([C:52]([CH3:55])([CH3:54])[CH3:53])[CH:33]=2)=[O:30])[CH:21]=[CH:20][N:19]=1.C(=O)([O-])[O-].[Na+].[Na+]. (7) Reactant: [CH3:1][NH:2][NH2:3].[F:4][C:5]([F:20])([F:19])[C:6](=O)[C:7](=[N:16][OH:17])[C:8]([C:10]1[CH:15]=[CH:14][CH:13]=[CH:12][CH:11]=1)=O.[O-]S([O-])(=O)=O.[Mg+2]. Product: [CH3:1][N:2]1[C:6]([C:5]([F:20])([F:4])[F:19])=[C:7]([N:16]=[O:17])[C:8]([C:10]2[CH:15]=[CH:14][CH:13]=[CH:12][CH:11]=2)=[N:3]1. The catalyst class is: 14.